From a dataset of Forward reaction prediction with 1.9M reactions from USPTO patents (1976-2016). Predict the product of the given reaction. (1) Given the reactants [Si:1]([O:8][CH2:9][CH:10](Cl)[CH:11]=[O:12])([C:4]([CH3:7])([CH3:6])[CH3:5])([CH3:3])[CH3:2].[O:14]=[C:15](/[CH:21]=[CH:22]/[C:23]1[CH:28]=[CH:27][C:26]([CH3:29])=[CH:25][CH:24]=1)[C:16]([O:18][CH2:19][CH3:20])=[O:17], predict the reaction product. The product is: [Si:1]([O:8][CH2:9][C@@H:10]1[C:11](=[O:12])[O:14][C:15]([C:16]([O:18][CH2:19][CH3:20])=[O:17])=[CH:21][C@@H:22]1[C:23]1[CH:28]=[CH:27][C:26]([CH3:29])=[CH:25][CH:24]=1)([C:4]([CH3:7])([CH3:6])[CH3:5])([CH3:3])[CH3:2]. (2) Given the reactants [CH3:1][C:2]1[CH:3]=[N:4][C:5]([CH2:8]O)=[N:6][CH:7]=1.C1(P(C2C=CC=CC=2)C2C=CC=CC=2)C=CC=CC=1.[Br:29]N1C(=O)CCC1=O, predict the reaction product. The product is: [Br:29][CH2:8][C:5]1[N:4]=[CH:3][C:2]([CH3:1])=[CH:7][N:6]=1. (3) Given the reactants Cl.[NH2:2][OH:3].[OH-].[K+].C[O:7][C:8](=O)[CH2:9][CH2:10][CH2:11][CH2:12][CH2:13][CH2:14][NH:15][C:16](=[O:31])/[C:17](/[C:25]1[CH:30]=[CH:29][CH:28]=[CH:27][CH:26]=1)=[CH:18]/[C:19]1[CH:24]=[CH:23][CH:22]=[CH:21][CH:20]=1, predict the reaction product. The product is: [C:25]1(/[C:17](=[CH:18]\[C:19]2[CH:24]=[CH:23][CH:22]=[CH:21][CH:20]=2)/[C:16]([NH:15][CH2:14][CH2:13][CH2:12][CH2:11][CH2:10][CH2:9][C:8]([NH:2][OH:3])=[O:7])=[O:31])[CH:30]=[CH:29][CH:28]=[CH:27][CH:26]=1.